Dataset: Full USPTO retrosynthesis dataset with 1.9M reactions from patents (1976-2016). Task: Predict the reactants needed to synthesize the given product. Given the product [NH2:1][CH2:4][C@@H:5]1[O:14][C@@:8]2([C:15]([O:17][CH3:18])=[O:16])[O:9][C:10]([CH3:12])([CH3:13])[O:11][CH:7]2[C@@H:6]1[OH:19], predict the reactants needed to synthesize it. The reactants are: [N:1]([CH2:4][C@@H:5]1[O:14][C@@:8]2([C:15]([O:17][CH3:18])=[O:16])[O:9][C:10]([CH3:13])([CH3:12])[O:11][CH:7]2[C@@H:6]1[OH:19])=[N+]=[N-].